This data is from Experimentally validated miRNA-target interactions with 360,000+ pairs, plus equal number of negative samples. The task is: Binary Classification. Given a miRNA mature sequence and a target amino acid sequence, predict their likelihood of interaction. (1) The miRNA is hsa-miR-518e-3p with sequence AAAGCGCUUCCCUUCAGAGUG. The protein sequence of the target gene is MDSPSLRELQQPLLEGTECETPAQKPGRHELGSPLREIAFAESLRGLQFLSPPLPSVSAGLGEPRPPDVEDMSSSDSDSDWDGGSRLSPFLPHDHLGLAVFSMLCCFWPVGIAAFCLAQKTNKAWAKGDIQGAGAASRRAFLLGVLAVGLGVCTYAAALVTLAAYLASRDPP. Result: 0 (no interaction). (2) The miRNA is hsa-miR-17-5p with sequence CAAAGUGCUUACAGUGCAGGUAG. The protein sequence of the target gene is MDFLLALVLVSSLYLQAAAEFDGRWPRQIVSSIGLCRYGGRIDCCWGWARQSWGQCQPVCQPRCKHGECIGPNKCKCHPGYAGKTCNQDLNECGLKPRPCKHRCMNTYGSYKCYCLNGYMLMPDGSCSSALTCSMANCQYGCDVVKGQIRCQCPSPGLQLAPDGRTCVDVDECATGRASCPRFRQCVNTFGSYICKCHKGFDLMYIGGKYQCHDIDECSLGQYQCSSFARCYNIRGSYKCKCKEGYQGDGLTCVYIPKVMIEPSGPIHVPKGNGTILKGDTGNNNWIPDVGSTWWPPKTP.... Result: 1 (interaction).